Task: Predict the reactants needed to synthesize the given product.. Dataset: Full USPTO retrosynthesis dataset with 1.9M reactions from patents (1976-2016) (1) The reactants are: [CH3:1][S:2][C:3]1[CH:19]=[CH:18][C:6]([CH2:7][O:8][CH2:9][C:10]2[O:14][N:13]=[C:12]([C:15]([OH:17])=O)[CH:11]=2)=[CH:5][CH:4]=1.C(N(CC)CC)C.Cl.C(N=C=NCCCN(C)C)C.ON1C2C=CC=CC=2N=N1.[O:49]1[CH2:53][CH2:52][CH:51]([CH2:54][NH2:55])[CH2:50]1. Given the product [O:49]1[CH2:53][CH2:52][CH:51]([CH2:54][NH:55][C:15]([C:12]2[CH:11]=[C:10]([CH2:9][O:8][CH2:7][C:6]3[CH:5]=[CH:4][C:3]([S:2][CH3:1])=[CH:19][CH:18]=3)[O:14][N:13]=2)=[O:17])[CH2:50]1, predict the reactants needed to synthesize it. (2) Given the product [CH3:22][C:17]1([CH3:23])[C:18]([CH3:21])([CH3:20])[O:19][B:15]([C:2]2[CH:3]=[C:4]([C:8]3([OH:14])[CH2:13][CH2:12][O:11][CH2:10][CH2:9]3)[CH:5]=[N:6][CH:7]=2)[O:16]1, predict the reactants needed to synthesize it. The reactants are: Br[C:2]1[CH:3]=[C:4]([C:8]2([OH:14])[CH2:13][CH2:12][O:11][CH2:10][CH2:9]2)[CH:5]=[N:6][CH:7]=1.[B:15]1([B:15]2[O:19][C:18]([CH3:21])([CH3:20])[C:17]([CH3:23])([CH3:22])[O:16]2)[O:19][C:18]([CH3:21])([CH3:20])[C:17]([CH3:23])([CH3:22])[O:16]1.C([O-])(=O)C.[K+]. (3) Given the product [OH:40][CH2:39][C@@H:37]([NH:38][C:47]([C:45]1[S:46][C:42]([CH3:41])=[CH:43][C:44]=1[NH:50][C:51]1[CH:56]=[CH:55][N:54]=[C:53]2[NH:57][CH:58]=[CH:59][C:52]=12)=[O:48])[C:31]1[CH:36]=[CH:35][CH:34]=[CH:33][CH:32]=1, predict the reactants needed to synthesize it. The reactants are: C(OC(N1CCC(NC(C2SC=CC=2NC2C=CN=C3NC=CC=23)=O)C1)=O)(C)(C)C.[C:31]1([C@@H:37]([CH2:39][OH:40])[NH2:38])[CH:36]=[CH:35][CH:34]=[CH:33][CH:32]=1.[CH3:41][C:42]1[S:46][C:45]([C:47](O)=[O:48])=[C:44]([NH:50][C:51]2[CH:56]=[CH:55][N:54]=[C:53]3[NH:57][CH:58]=[CH:59][C:52]=23)[CH:43]=1.N1C2=NC=CC(NC3C=CSC=3C(O)=O)=C2C=C1. (4) Given the product [Br:1][C:2]1[C:7]([CH:8]2[O:13][CH2:14][C:15]([CH3:19])([CH3:17])[CH2:16][O:9]2)=[C:6]([OH:10])[C:5]([O:11][CH3:12])=[CH:4][CH:3]=1, predict the reactants needed to synthesize it. The reactants are: [Br:1][C:2]1[C:7]([CH:8]=[O:9])=[C:6]([OH:10])[C:5]([O:11][CH3:12])=[CH:4][CH:3]=1.[OH:13][CH2:14][C:15]([CH3:19])([CH2:17]O)[CH3:16].C(OCC)(OCC)OCC. (5) The reactants are: [CH2:1]([S:8][CH:9]([CH:38]=O)[CH2:10][NH:11][C:12]([C:14]1[NH:15][C:16]2[C:21]([CH:22]=1)=[CH:20][C:19]([O:23][CH2:24][CH2:25][O:26][CH3:27])=[CH:18][C:17]=2[NH:28][S:29]([C:32]1[CH:37]=[CH:36][CH:35]=[CH:34][N:33]=1)(=[O:31])=[O:30])=[O:13])[C:2]1[CH:7]=[CH:6][CH:5]=[CH:4][CH:3]=1.[NH:40]1[CH2:45][CH2:44][S:43][CH2:42][CH2:41]1.O1CCCC1.C(O[BH-](OC(=O)C)OC(=O)C)(=O)C.[Na+]. Given the product [CH2:1]([S:8][CH:9]([CH2:38][N:40]1[CH2:45][CH2:44][S:43][CH2:42][CH2:41]1)[CH2:10][NH:11][C:12]([C:14]1[NH:15][C:16]2[C:21]([CH:22]=1)=[CH:20][C:19]([O:23][CH2:24][CH2:25][O:26][CH3:27])=[CH:18][C:17]=2[NH:28][S:29]([C:32]1[CH:37]=[CH:36][CH:35]=[CH:34][N:33]=1)(=[O:31])=[O:30])=[O:13])[C:2]1[CH:3]=[CH:4][CH:5]=[CH:6][CH:7]=1, predict the reactants needed to synthesize it. (6) Given the product [Cl:1][C:2]1[CH:11]=[C:10]([C:12](=[O:14])[CH3:13])[C:9]([N:15]2[CH2:16][CH2:17][N:18]([C:25]([CH:21]3[CH2:24][CH2:23][CH2:22]3)=[O:26])[CH2:19][CH2:20]2)=[C:8]2[C:3]=1[CH:4]=[CH:5][CH:6]=[N:7]2, predict the reactants needed to synthesize it. The reactants are: [Cl:1][C:2]1[CH:11]=[C:10]([C:12](=[O:14])[CH3:13])[C:9]([N:15]2[CH2:20][CH2:19][NH:18][CH2:17][CH2:16]2)=[C:8]2[C:3]=1[CH:4]=[CH:5][CH:6]=[N:7]2.[CH:21]1([C:25](Cl)=[O:26])[CH2:24][CH2:23][CH2:22]1.C(N(CC)CC)C. (7) The reactants are: C([O-])([O-])=O.[K+].[K+].[N+:7]([C:10]1[S:11][CH:12]=[CH:13][C:14]=1[CH:15]=O)([O-:9])=[O:8].C([N:20]1[CH2:25][C:24](=[O:26])[N:23]([C:27](=[O:29])[CH3:28])[C:22]([CH2:31][C:32]2[CH:37]=[CH:36][CH:35]=[CH:34][CH:33]=2)([CH3:30])[C:21]1=[O:38])(=O)C. Given the product [C:27]([N:23]1[C:22]([CH2:31][C:32]2[CH:37]=[CH:36][CH:35]=[CH:34][CH:33]=2)([CH3:30])[C:21](=[O:38])[NH:20]/[C:25](=[CH:15]\[C:14]2[CH:13]=[CH:12][S:11][C:10]=2[N+:7]([O-:9])=[O:8])/[C:24]1=[O:26])(=[O:29])[CH3:28], predict the reactants needed to synthesize it. (8) Given the product [CH3:1][C:2]1[CH:7]=[CH:6][C:5]([C:8]([P:11](=[O:18])([O:15][CH2:16][CH3:17])[O:12][CH2:13][CH3:14])([F:9])[F:10])=[C:4]([NH2:19])[CH:3]=1, predict the reactants needed to synthesize it. The reactants are: [CH3:1][C:2]1[CH:7]=[CH:6][C:5]([C:8]([P:11](=[O:18])([O:15][CH2:16][CH3:17])[O:12][CH2:13][CH3:14])([F:10])[F:9])=[C:4]([N+:19]([O-])=O)[CH:3]=1. (9) Given the product [C:16]([NH:1][C:2]1[CH:10]=[CH:9][C:8]([Cl:11])=[CH:7][C:3]=1[C:4]([NH2:6])=[O:5])(=[O:17])[CH2:15][CH2:14][CH3:18], predict the reactants needed to synthesize it. The reactants are: [NH2:1][C:2]1[CH:10]=[CH:9][C:8]([Cl:11])=[CH:7][C:3]=1[C:4]([NH2:6])=[O:5].[OH-].[Na+].[CH2:14]1[CH2:18][O:17][CH2:16][CH2:15]1.C(Cl)(=O)CCC.